From a dataset of Aqueous solubility values for 9,982 compounds from the AqSolDB database. Regression/Classification. Given a drug SMILES string, predict its absorption, distribution, metabolism, or excretion properties. Task type varies by dataset: regression for continuous measurements (e.g., permeability, clearance, half-life) or binary classification for categorical outcomes (e.g., BBB penetration, CYP inhibition). For this dataset (solubility_aqsoldb), we predict Y. (1) The drug is O=C([O-])CF.[Na+]. The Y is 1.05 log mol/L. (2) The compound is O=C(O)COCC(=O)O. The Y is 0.493 log mol/L. (3) The molecule is C=CCCl. The Y is -1.36 log mol/L.